This data is from NCI-60 drug combinations with 297,098 pairs across 59 cell lines. The task is: Regression. Given two drug SMILES strings and cell line genomic features, predict the synergy score measuring deviation from expected non-interaction effect. (1) Drug 1: CN1CCC(CC1)COC2=C(C=C3C(=C2)N=CN=C3NC4=C(C=C(C=C4)Br)F)OC. Drug 2: COC1=NC(=NC2=C1N=CN2C3C(C(C(O3)CO)O)O)N. Cell line: T-47D. Synergy scores: CSS=3.18, Synergy_ZIP=-1.13, Synergy_Bliss=1.30, Synergy_Loewe=-6.40, Synergy_HSA=-0.104. (2) Drug 1: C1=CN(C(=O)N=C1N)C2C(C(C(O2)CO)O)O.Cl. Drug 2: COCCOC1=C(C=C2C(=C1)C(=NC=N2)NC3=CC=CC(=C3)C#C)OCCOC.Cl. Cell line: SR. Synergy scores: CSS=50.4, Synergy_ZIP=2.45, Synergy_Bliss=-4.67, Synergy_Loewe=-31.0, Synergy_HSA=-4.46. (3) Drug 1: C1=CC(=CC=C1CCCC(=O)O)N(CCCl)CCCl. Drug 2: CC(C)CN1C=NC2=C1C3=CC=CC=C3N=C2N. Cell line: 786-0. Synergy scores: CSS=40.4, Synergy_ZIP=-2.72, Synergy_Bliss=-9.30, Synergy_Loewe=-8.01, Synergy_HSA=-9.98. (4) Drug 1: CC1=C2C(C(=O)C3(C(CC4C(C3C(C(C2(C)C)(CC1OC(=O)C(C(C5=CC=CC=C5)NC(=O)C6=CC=CC=C6)O)O)OC(=O)C7=CC=CC=C7)(CO4)OC(=O)C)O)C)OC(=O)C. Drug 2: CC12CCC3C(C1CCC2OP(=O)(O)O)CCC4=C3C=CC(=C4)OC(=O)N(CCCl)CCCl.[Na+]. Cell line: NCIH23. Synergy scores: CSS=59.3, Synergy_ZIP=24.4, Synergy_Bliss=23.5, Synergy_Loewe=7.38, Synergy_HSA=23.3. (5) Drug 1: C1=CC=C(C(=C1)C(C2=CC=C(C=C2)Cl)C(Cl)Cl)Cl. Drug 2: CN1C2=C(C=C(C=C2)N(CCCl)CCCl)N=C1CCCC(=O)O.Cl. Cell line: NCI-H226. Synergy scores: CSS=2.03, Synergy_ZIP=0.675, Synergy_Bliss=2.03, Synergy_Loewe=0.128, Synergy_HSA=0.371. (6) Drug 1: C1=NC2=C(N1)C(=S)N=CN2. Drug 2: CC1C(C(CC(O1)OC2CC(CC3=C2C(=C4C(=C3O)C(=O)C5=CC=CC=C5C4=O)O)(C(=O)C)O)N)O. Cell line: SK-MEL-2. Synergy scores: CSS=32.4, Synergy_ZIP=-8.07, Synergy_Bliss=-5.81, Synergy_Loewe=-10.2, Synergy_HSA=-7.20. (7) Drug 1: CN(C)C1=NC(=NC(=N1)N(C)C)N(C)C. Drug 2: CC=C1C(=O)NC(C(=O)OC2CC(=O)NC(C(=O)NC(CSSCCC=C2)C(=O)N1)C(C)C)C(C)C. Cell line: HOP-62. Synergy scores: CSS=51.7, Synergy_ZIP=3.09, Synergy_Bliss=4.27, Synergy_Loewe=-70.6, Synergy_HSA=0.760.